Dataset: Catalyst prediction with 721,799 reactions and 888 catalyst types from USPTO. Task: Predict which catalyst facilitates the given reaction. (1) Reactant: [C:1]([OH:7])([C:3]([F:6])([F:5])[F:4])=[O:2].[F:8][C:9]([F:46])([F:45])[C:10]1[CH:11]=[C:12]([C:20]2[N:24]=[CH:23][N:22](/[CH:25]=[CH:26]\[C:27]([NH:29][NH:30][C:31](=[O:44])[C@@H:32]([NH:36]C(=O)OC(C)(C)C)[CH:33]([CH3:35])[CH3:34])=[O:28])[N:21]=2)[CH:13]=[C:14]([C:16]([F:19])([F:18])[F:17])[CH:15]=1. Product: [F:4][C:3]([F:6])([F:5])[C:1]([OH:7])=[O:2].[NH2:36][C@@H:32]([CH:33]([CH3:35])[CH3:34])[C:31]([NH:30][NH:29][C:27](=[O:28])/[CH:26]=[CH:25]\[N:22]1[CH:23]=[N:24][C:20]([C:12]2[CH:11]=[C:10]([C:9]([F:45])([F:46])[F:8])[CH:15]=[C:14]([C:16]([F:18])([F:17])[F:19])[CH:13]=2)=[N:21]1)=[O:44]. The catalyst class is: 4. (2) Product: [OH:6][C:5]([CH:7]([C:9]1[CH:10]=[CH:11][C:12]([CH2:13][CH:14]([CH3:15])[CH3:16])=[CH:17][CH:18]=1)[CH3:8])=[O:4]. The catalyst class is: 95. Reactant: C(=O)=O.[OH:4][C:5]([CH:7]([C:9]1[CH:18]=[CH:17][C:12]([CH2:13][CH:14]([CH3:16])[CH3:15])=[CH:11][CH:10]=1)[CH3:8])=[O:6].CC(C)=O.O.C(=O)=O.N#N. (3) Reactant: [F:1][C:2]1[CH:9]=[CH:8][C:5]([CH:6]=[O:7])=[CH:4][CH:3]=1.[CH2:10](O)[CH2:11][CH:12]=[CH2:13].S(=O)(=O)(O)O.[OH-:20].[Na+].[C:22](#[N:24])[CH3:23]. Product: [F:1][C:2]1[CH:9]=[CH:8][C:5]([CH:6]2[CH2:13][CH:12]([NH:24][C:22](=[O:20])[CH3:23])[CH2:11][CH2:10][O:7]2)=[CH:4][CH:3]=1. The catalyst class is: 13. (4) Reactant: [NH:1]1[CH:5]=[CH:4][N:3]=[C:2]1[C:6]1[CH:7]=[CH:8][C:9]([CH3:30])=[C:10]([NH:12][C:13](=[O:29])[C:14]2[CH:19]=[CH:18][C:17]([O:20][CH2:21][C:22]3[CH:27]=[CH:26][CH:25]=[C:24](Br)[N:23]=3)=[CH:16][CH:15]=2)[CH:11]=1.[CH3:31][N:32]1[CH2:37][CH2:36][NH:35][CH2:34][CH2:33]1. Product: [NH:1]1[CH:5]=[CH:4][N:3]=[C:2]1[C:6]1[CH:7]=[CH:8][C:9]([CH3:30])=[C:10]([NH:12][C:13](=[O:29])[C:14]2[CH:19]=[CH:18][C:17]([O:20][CH2:21][C:22]3[CH:27]=[CH:26][CH:25]=[C:24]([N:35]4[CH2:36][CH2:37][N:32]([CH3:31])[CH2:33][CH2:34]4)[N:23]=3)=[CH:16][CH:15]=2)[CH:11]=1. The catalyst class is: 3. (5) Reactant: C([O:3][C:4](=[O:30])[CH2:5][C:6]1[N:14]2[C:9]([CH:10]=[C:11]([C:15]#[N:16])[CH:12]=[CH:13]2)=[C:8]([S:17][C:18]2[CH:23]=[CH:22][C:21]([S:24](=[O:28])(=[O:27])[NH:25][CH3:26])=[CH:20][CH:19]=2)[C:7]=1[CH3:29])C.CO.O.[OH-].[Na+]. Product: [C:15]([C:11]1[CH:12]=[CH:13][N:14]2[C:9]([CH:10]=1)=[C:8]([S:17][C:18]1[CH:23]=[CH:22][C:21]([S:24](=[O:27])(=[O:28])[NH:25][CH3:26])=[CH:20][CH:19]=1)[C:7]([CH3:29])=[C:6]2[CH2:5][C:4]([OH:30])=[O:3])#[N:16]. The catalyst class is: 15. (6) Reactant: [F:1][C:2]([F:17])([C:6]1[CH:11]=[CH:10][CH:9]=[C:8]([O:12][CH2:13][CH2:14][O:15][CH3:16])[CH:7]=1)[C:3]([OH:5])=O.P(Cl)(Cl)(Cl)=O.Cl.[NH2:24][CH2:25][C:26]1[CH:27]=[C:28]2[C:32](=[CH:33][CH:34]=1)[C:31](=[O:35])[N:30]([CH:36]1[CH2:41][CH2:40][C:39](=[O:42])[NH:38][C:37]1=[O:43])[CH2:29]2.C(=O)(O)[O-].[Na+]. Product: [O:43]=[C:37]1[CH:36]([N:30]2[CH2:29][C:28]3[C:32](=[CH:33][CH:34]=[C:26]([CH2:25][NH:24][C:3](=[O:5])[C:2]([F:1])([F:17])[C:6]4[CH:11]=[CH:10][CH:9]=[C:8]([O:12][CH2:13][CH2:14][O:15][CH3:16])[CH:7]=4)[CH:27]=3)[C:31]2=[O:35])[CH2:41][CH2:40][C:39](=[O:42])[NH:38]1. The catalyst class is: 17.